Dataset: Catalyst prediction with 721,799 reactions and 888 catalyst types from USPTO. Task: Predict which catalyst facilitates the given reaction. Reactant: [CH3:1][O:2][C:3]1[CH:23]=[CH:22][C:6]([O:7][C:8]2[S:9][C:10]([C:13]3[CH:18]=[CH:17][C:16]([CH:19]([NH2:21])[CH3:20])=[CH:15][CH:14]=3)=[CH:11][N:12]=2)=[CH:5][CH:4]=1.C(N(C(C)C)CC)(C)C.Cl[C:34]([O:36][CH3:37])=[O:35]. Product: [CH3:1][O:2][C:3]1[CH:23]=[CH:22][C:6]([O:7][C:8]2[S:9][C:10]([C:13]3[CH:18]=[CH:17][C:16]([CH:19]([NH:21][C:34](=[O:35])[O:36][CH3:37])[CH3:20])=[CH:15][CH:14]=3)=[CH:11][N:12]=2)=[CH:5][CH:4]=1. The catalyst class is: 2.